From a dataset of Reaction yield outcomes from USPTO patents with 853,638 reactions. Predict the reaction yield, written as a fraction of the theoretical maximum amount of product (1.0 means a 100% yield; for example, 0.34 means a 34% yield). (1) The reactants are [H-].[Na+].[O:3]=[C:4]1[CH2:9][CH2:8][N:7]([C:10]2[CH:23]=[CH:22][C:13]([CH2:14][CH:15]3[S:19][C:18](=[O:20])[NH:17][C:16]3=[O:21])=[CH:12][CH:11]=2)[CH2:6][CH2:5]1.CN(C=O)C.Br[CH2:30][C:31]([O:33][CH2:34][CH3:35])=[O:32]. The catalyst is O. The product is [O:20]=[C:18]1[N:17]([CH2:30][C:31]([O:33][CH2:34][CH3:35])=[O:32])[C:16](=[O:21])[CH:15]([CH2:14][C:13]2[CH:12]=[CH:11][C:10]([N:7]3[CH2:8][CH2:9][C:4](=[O:3])[CH2:5][CH2:6]3)=[CH:23][CH:22]=2)[S:19]1. The yield is 0.460. (2) The reactants are [CH2:1](Cl)[CH2:2][CH2:3][CH2:4][CH2:5][CH2:6][CH2:7][CH2:8][CH2:9][CH2:10][C:11]#[C:12]/[CH:13]=[CH:14]\[CH2:15][CH3:16].[C:18]([O-:21])(=[O:20])[CH3:19].[Na+].CN(C)C(=O)C. The catalyst is [I-].[Na+].O. The product is [C:18]([O:21][CH2:1][CH2:2][CH2:3][CH2:4][CH2:5][CH2:6][CH2:7][CH2:8][CH2:9][CH2:10][C:11]#[C:12]/[CH:13]=[CH:14]\[CH2:15][CH3:16])(=[O:20])[CH3:19]. The yield is 0.938. (3) The reactants are Cl[C:2]1[N:20]=[CH:19][CH:18]=[CH:17][C:3]=1[C:4]([NH:6][C:7]1[CH:12]=[CH:11][CH:10]=[CH:9][C:8]=1[NH:13][CH:14]1[CH2:16][CH2:15]1)=[O:5].[H-].[Na+]. The catalyst is N1C=CC=CC=1. The product is [CH:14]1([N:13]2[C:2]3[N:20]=[CH:19][CH:18]=[CH:17][C:3]=3[C:4](=[O:5])[NH:6][C:7]3[CH:12]=[CH:11][CH:10]=[CH:9][C:8]2=3)[CH2:16][CH2:15]1. The yield is 0.680. (4) The reactants are [CH:1]12CC(C[CH2:6]1)[CH:3]=[CH:2]2.[C:8]([O:11]CC)(=[O:10])[CH3:9].I([O-])(=O)(=O)=O.[Na+].[C:20](=[O:22])=[O:21]. The catalyst is O.[Ru](Cl)(Cl)Cl.C(#N)C. The product is [CH:9]1([C:8]([OH:11])=[O:10])[CH2:3][CH2:2][CH:1]([C:20]([OH:22])=[O:21])[CH2:6]1. The yield is 0.580. (5) The reactants are [NH2:1][CH2:2][C@@H:3]1[CH2:7][CH2:6][N:5]([C:8]2[C:17]3[C:12](=[CH:13][C:14]([CH3:18])=[CH:15][CH:16]=3)[N:11]=[C:10]([C:19]3[CH:24]=[CH:23][CH:22]=[CH:21][C:20]=3[OH:25])[N:9]=2)[CH2:4]1.C1COCC1.C(N(CC)CC)C.Cl[C:39]([O:41][CH2:42][C:43]([CH3:46])([CH3:45])[CH3:44])=[O:40]. The catalyst is C(Cl)Cl.CN(C=O)C. The product is [CH2:42]([O:41][C:39](=[O:40])[NH:1][CH2:2][C@@H:3]1[CH2:7][CH2:6][N:5]([C:8]2[C:17]3[C:12](=[CH:13][C:14]([CH3:18])=[CH:15][CH:16]=3)[N:11]=[C:10]([C:19]3[CH:24]=[CH:23][CH:22]=[CH:21][C:20]=3[OH:25])[N:9]=2)[CH2:4]1)[C:43]([CH3:46])([CH3:45])[CH3:44]. The yield is 0.940. (6) The reactants are [O:1]1[CH2:6][CH2:5][N:4]([CH2:7][CH2:8][N:9]([C:14]2[CH:22]=[CH:21][CH:20]=[C:19]3[C:15]=2[CH:16]=[CH:17][N:18]3[CH2:23][C:24]([O:26]C)=[O:25])[S:10]([CH3:13])(=[O:12])=[O:11])[CH2:3][CH2:2]1.C1COCC1.[OH-].[Li+].Cl. The catalyst is O. The product is [O:1]1[CH2:6][CH2:5][N:4]([CH2:7][CH2:8][N:9]([C:14]2[CH:22]=[CH:21][CH:20]=[C:19]3[C:15]=2[CH:16]=[CH:17][N:18]3[CH2:23][C:24]([OH:26])=[O:25])[S:10]([CH3:13])(=[O:12])=[O:11])[CH2:3][CH2:2]1. The yield is 0.624. (7) The catalyst is C(OCC)(=O)C.CN(C=O)C. The reactants are [CH2:1]1[CH:5]2[CH2:6][NH:7][CH2:8][CH:4]2[CH2:3][N:2]1[C:9]1[CH:14]=[C:13]([O:15][CH3:16])[N:12]=[C:11]([N:17]([CH3:19])[CH3:18])[N:10]=1.[F:20][C:21]1[CH:29]=[CH:28][CH:27]=[C:26]([N:30]2[N:34]=[CH:33][CH:32]=[N:31]2)[C:22]=1[C:23](O)=[O:24].CN(C(ON1N=NC2C=CC=NC1=2)=[N+](C)C)C.F[P-](F)(F)(F)(F)F.CCN(C(C)C)C(C)C. The product is [F:20][C:21]1[CH:29]=[CH:28][CH:27]=[C:26]([N:30]2[N:34]=[CH:33][CH:32]=[N:31]2)[C:22]=1[C:23]([N:7]1[CH2:6][CH:5]2[CH2:1][N:2]([C:9]3[CH:14]=[C:13]([O:15][CH3:16])[N:12]=[C:11]([N:17]([CH3:18])[CH3:19])[N:10]=3)[CH2:3][CH:4]2[CH2:8]1)=[O:24]. The yield is 0.815.